From a dataset of Full USPTO retrosynthesis dataset with 1.9M reactions from patents (1976-2016). Predict the reactants needed to synthesize the given product. (1) Given the product [F:25][C:22]([F:23])([F:24])[C:18]1[CH:17]=[C:16]([CH:13]2[CH2:12][CH2:11][N:10]([C:7]3[CH:6]=[CH:5][C:4]([NH2:1])=[CH:9][N:8]=3)[CH2:15][CH2:14]2)[CH:21]=[CH:20][CH:19]=1, predict the reactants needed to synthesize it. The reactants are: [N+:1]([C:4]1[CH:5]=[CH:6][C:7]([N:10]2[CH2:15][CH2:14][CH:13]([C:16]3[CH:21]=[CH:20][CH:19]=[C:18]([C:22]([F:25])([F:24])[F:23])[CH:17]=3)[CH2:12][CH2:11]2)=[N:8][CH:9]=1)([O-])=O. (2) Given the product [Br:4][C:5]1[CH:12]=[C:11]([O:2][CH3:1])[C:8]([CH:9]=[O:10])=[C:7]([F:14])[CH:6]=1, predict the reactants needed to synthesize it. The reactants are: [CH3:1][O-:2].[Na+].[Br:4][C:5]1[CH:12]=[C:11](F)[C:8]([CH:9]=[O:10])=[C:7]([F:14])[CH:6]=1. (3) Given the product [NH2:16][C:17]1[CH:24]=[C:23]([O:15][CH2:14][CH2:13][O:12][CH3:11])[C:20]([C:21]#[N:22])=[CH:19][N:18]=1, predict the reactants needed to synthesize it. The reactants are: C[Si]([N-][Si](C)(C)C)(C)C.[K+].[CH3:11][O:12][CH2:13][CH2:14][OH:15].[NH2:16][C:17]1[CH:24]=[C:23](F)[C:20]([C:21]#[N:22])=[CH:19][N:18]=1. (4) Given the product [Cl:39][C:40]1[CH:48]=[CH:47][CH:46]=[C:45]([CH3:49])[C:41]=1[C:42]([NH:36][CH2:35][CH2:34][CH:33]([N:30]1[CH2:29][CH2:28][CH:27]([N:17]([CH2:18][C:19]2[CH:24]=[CH:23][CH:22]=[C:21]([C:25]#[N:26])[CH:20]=2)[C:14]2[CH:13]=[CH:12][C:11]([O:10][C:7]3[CH:6]=[CH:5][C:4]([C:3]([OH:2])=[O:38])=[CH:9][CH:8]=3)=[CH:16][CH:15]=2)[CH2:32][CH2:31]1)[CH3:37])=[O:43], predict the reactants needed to synthesize it. The reactants are: C[O:2][C:3](=[O:38])[C:4]1[CH:9]=[CH:8][C:7]([O:10][C:11]2[CH:16]=[CH:15][C:14]([N:17]([CH:27]3[CH2:32][CH2:31][N:30]([CH:33]([CH3:37])[CH2:34][CH2:35][NH2:36])[CH2:29][CH2:28]3)[CH2:18][C:19]3[CH:24]=[CH:23][CH:22]=[C:21]([C:25]#[N:26])[CH:20]=3)=[CH:13][CH:12]=2)=[CH:6][CH:5]=1.[Cl:39][C:40]1[CH:48]=[CH:47][CH:46]=[C:45]([CH3:49])[C:41]=1[C:42](O)=[O:43]. (5) Given the product [CH:19]1([CH:7]([CH:1]2[CH2:2][CH2:3][CH2:4][CH2:5][CH2:6]2)[C:8]([NH:10][C@@H:11]2[C@H:18]3[C@H:14]([CH2:15][N:16]([S:40]([C:36]4[CH:37]=[CH:38][CH:39]=[C:34]([C:33]([F:32])([F:44])[F:45])[CH:35]=4)(=[O:42])=[O:41])[CH2:17]3)[CH2:13][CH2:12]2)=[O:9])[CH2:24][CH2:23][CH2:22][CH2:21][CH2:20]1, predict the reactants needed to synthesize it. The reactants are: [CH:1]1([CH:7]([CH:19]2[CH2:24][CH2:23][CH2:22][CH2:21][CH2:20]2)[C:8]([NH:10][C@@H:11]2[C@H:18]3[C@H:14]([CH2:15][NH:16][CH2:17]3)[CH2:13][CH2:12]2)=[O:9])[CH2:6][CH2:5][CH2:4][CH2:3][CH2:2]1.C(N(CC)CC)C.[F:32][C:33]([F:45])([F:44])[C:34]1[CH:35]=[C:36]([S:40](Cl)(=[O:42])=[O:41])[CH:37]=[CH:38][CH:39]=1. (6) The reactants are: C[O:2][C:3](=[O:39])[CH2:4][CH2:5][C:6]1[CH:11]=[CH:10][C:9]([O:12][CH2:13][C@H:14]([O:22][C:23]2[CH:28]=[CH:27][C:26]([C:29]([OH:38])([C:34]([F:37])([F:36])[F:35])[C:30]([F:33])([F:32])[F:31])=[CH:25][CH:24]=2)[CH2:15][C:16]2[CH:21]=[CH:20][CH:19]=[CH:18][CH:17]=2)=[CH:8][CH:7]=1.C(O)(=O)CC. Given the product [C:16]1([CH2:15][C@@H:14]([O:22][C:23]2[CH:28]=[CH:27][C:26]([C:29]([OH:38])([C:34]([F:35])([F:36])[F:37])[C:30]([F:32])([F:33])[F:31])=[CH:25][CH:24]=2)[CH2:13][O:12][C:9]2[CH:8]=[CH:7][C:6]([CH2:5][CH2:4][C:3]([OH:39])=[O:2])=[CH:11][CH:10]=2)[CH:21]=[CH:20][CH:19]=[CH:18][CH:17]=1, predict the reactants needed to synthesize it. (7) The reactants are: [F:1][C:2]1[CH:7]=[CH:6][CH:5]=[CH:4][C:3]=1[N:8]1[C:12]([C:13]2[CH:18]=[CH:17][N:16]=[CH:15][CH:14]=2)=[C:11]([C:19]2[O:23][N:22]=[C:21]([C:24]3[CH:31]=[CH:30][C:27]([CH:28]=O)=[CH:26][CH:25]=3)[N:20]=2)[N:10]=[N:9]1.[NH:32]1[CH2:37][CH2:36][O:35][CH:34]([CH2:38][OH:39])[CH2:33]1. Given the product [F:1][C:2]1[CH:7]=[CH:6][CH:5]=[CH:4][C:3]=1[N:8]1[C:12]([C:13]2[CH:14]=[CH:15][N:16]=[CH:17][CH:18]=2)=[C:11]([C:19]2[O:23][N:22]=[C:21]([C:24]3[CH:25]=[CH:26][C:27]([CH2:28][N:32]4[CH2:37][CH2:36][O:35][CH:34]([CH2:38][OH:39])[CH2:33]4)=[CH:30][CH:31]=3)[N:20]=2)[N:10]=[N:9]1, predict the reactants needed to synthesize it.